Dataset: Reaction yield outcomes from USPTO patents with 853,638 reactions. Task: Predict the reaction yield, written as a fraction of the theoretical maximum amount of product (1.0 means a 100% yield; for example, 0.34 means a 34% yield). (1) The reactants are [CH3:1][CH:2]1[CH2:10][C:9]2[C:4](=[C:5]([Br:12])[CH:6]=[CH:7][C:8]=2[CH3:11])[C:3]1=[O:13].Cl.[OH-].[K+].[CH3:17]I. The catalyst is C1COCC1.O.CO. The product is [CH3:17][O:13][CH:3]1[C:4]2[C:9](=[C:8]([CH3:11])[CH:7]=[CH:6][C:5]=2[Br:12])[CH2:10][CH:2]1[CH3:1]. The yield is 0.920. (2) No catalyst specified. The reactants are Cl[C:2]1[N:3]=[C:4]2[C:9](=[CH:10][CH:11]=1)[N:8]=[CH:7][C:6]([C:12]([CH:14]1[CH2:16][CH2:15]1)=[O:13])=[C:5]2[NH:17][C:18]1[CH:19]=[CH:20][C:21]([N:24]2[CH2:29][CH2:28][CH2:27][C@H:26]([NH:30][C:31](=[O:37])[O:32][C:33]([CH3:36])([CH3:35])[CH3:34])[CH2:25]2)=[N:22][CH:23]=1.[Cl:38][C:39]1[CH:44]=[C:43](B2OC(C)(C)C(C)(C)O2)[CH:42]=[C:41]([Cl:54])[C:40]=1[OH:55]. The yield is 0.600. The product is [CH:14]1([C:12]([C:6]2[CH:7]=[N:8][C:9]3[C:4]([C:5]=2[NH:17][C:18]2[CH:19]=[CH:20][C:21]([N:24]4[CH2:29][CH2:28][CH2:27][C@H:26]([NH:30][C:31](=[O:37])[O:32][C:33]([CH3:34])([CH3:35])[CH3:36])[CH2:25]4)=[N:22][CH:23]=2)=[N:3][C:2]([C:43]2[CH:44]=[C:39]([Cl:38])[C:40]([OH:55])=[C:41]([Cl:54])[CH:42]=2)=[CH:11][CH:10]=3)=[O:13])[CH2:16][CH2:15]1. (3) The reactants are [F:1][C:2]([F:7])([F:6])[C:3]([OH:5])=[O:4].[CH2:8]([O:10][C:11]([O:13][CH:14]([O:16][C:17](=[O:33])[CH2:18][CH:19]([CH2:24][NH:25]C(OC(C)(C)C)=O)[CH2:20][CH:21]([CH3:23])[CH3:22])[CH3:15])=[O:12])[CH3:9]. The catalyst is C(Cl)Cl. The product is [OH:5][C:3]([C:2]([F:7])([F:6])[F:1])=[O:4].[CH2:8]([O:10][C:11]([O:13][CH:14]([O:16][C:17](=[O:33])[CH2:18][CH:19]([CH2:24][NH2:25])[CH2:20][CH:21]([CH3:22])[CH3:23])[CH3:15])=[O:12])[CH3:9]. The yield is 0.990. (4) The reactants are [Br-:1].[CH2:2]([N+:4]1[C:13]2[C:8](=[CH:9][CH:10]=[CH:11][CH:12]=2)[C:7]([CH3:14])=[CH:6][CH:5]=1)[CH3:3].[CH3:15][O:16][CH2:17][CH2:18][O:19][CH2:20][CH2:21][N:22]1[C:34]2[CH:33]=[CH:32][C:31]([CH:35]=O)=[CH:30][C:29]=2[C:28]2[C:23]1=[CH:24][CH:25]=[CH:26][CH:27]=2.N1CCCCC1. The catalyst is C(O)C. The product is [Br-:1].[CH2:2]([N+:4]1[C:13]2[C:8](=[CH:9][CH:10]=[CH:11][CH:12]=2)[C:7](/[CH:14]=[CH:35]/[C:31]2[CH:32]=[CH:33][C:34]3[N:22]([CH2:21][CH2:20][O:19][CH2:18][CH2:17][O:16][CH3:15])[C:23]4[C:28]([C:29]=3[CH:30]=2)=[CH:27][CH:26]=[CH:25][CH:24]=4)=[CH:6][CH:5]=1)[CH3:3]. The yield is 0.530.